From a dataset of Full USPTO retrosynthesis dataset with 1.9M reactions from patents (1976-2016). Predict the reactants needed to synthesize the given product. (1) Given the product [CH:14]1([CH2:13][C@@H:9]([NH:8][C:6](=[O:7])[O:5][C:1]([CH3:3])([CH3:2])[CH3:4])[CH2:10][OH:11])[CH2:15][CH2:16][CH2:17][CH2:18][CH2:19]1, predict the reactants needed to synthesize it. The reactants are: [C:1]([O:5][C:6]([NH:8][C@H:9]([CH2:13][CH:14]1[CH2:19][CH2:18][CH2:17][CH2:16][CH2:15]1)[C:10](O)=[O:11])=[O:7])([CH3:4])([CH3:3])[CH3:2].[H-].COCCO[Al+]OCCOC.[Na+].[H-].[C@H](O)(C([O-])=O)[C@@H](O)C([O-])=O.[Na+].[K+]. (2) Given the product [CH3:37][O:36][C:30]1[CH:29]=[C:28]([C:24]2[O:25][C:26]([CH3:27])=[C:22]([CH2:21][N:12]3[C:13]4[C:9](=[CH:8][C:7]([CH2:6][CH:5]([O:16][CH2:17][CH3:18])[C:4]([OH:3])=[O:19])=[CH:15][CH:14]=4)[CH:10]=[CH:11]3)[N:23]=2)[CH:33]=[C:32]([O:34][CH3:35])[CH:31]=1, predict the reactants needed to synthesize it. The reactants are: C([O:3][C:4](=[O:19])[CH:5]([O:16][CH2:17][CH3:18])[CH2:6][C:7]1[CH:8]=[C:9]2[C:13](=[CH:14][CH:15]=1)[NH:12][CH:11]=[CH:10]2)C.Cl[CH2:21][C:22]1[N:23]=[C:24]([C:28]2[CH:33]=[C:32]([O:34][CH3:35])[CH:31]=[C:30]([O:36][CH3:37])[CH:29]=2)[O:25][C:26]=1[CH3:27]. (3) Given the product [CH3:1][O:2][CH2:3][CH2:4][CH2:5][CH2:6][N:7]1[C:12]2[CH:13]=[C:14]([C:21]([NH:27][C@@H:28]3[C@@H:33]([C:34]4[CH:39]=[CH:38][CH:37]=[CH:36][CH:35]=4)[CH2:32][CH2:31][N:30]([C:40]([O:42][C:43]([CH3:46])([CH3:45])[CH3:44])=[O:41])[CH2:29]3)=[O:22])[C:15]([C:17]([F:19])([F:18])[F:20])=[CH:16][C:11]=2[O:10][C:9]([CH3:25])([CH3:24])[C:8]1=[O:26], predict the reactants needed to synthesize it. The reactants are: [CH3:1][O:2][CH2:3][CH2:4][CH2:5][CH2:6][N:7]1[C:12]2[CH:13]=[C:14]([C:21](O)=[O:22])[C:15]([C:17]([F:20])([F:19])[F:18])=[CH:16][C:11]=2[O:10][C:9]([CH3:25])([CH3:24])[C:8]1=[O:26].[NH2:27][C@@H:28]1[C@@H:33]([C:34]2[CH:39]=[CH:38][CH:37]=[CH:36][CH:35]=2)[CH2:32][CH2:31][N:30]([C:40]([O:42][C:43]([CH3:46])([CH3:45])[CH3:44])=[O:41])[CH2:29]1. (4) Given the product [ClH:18].[N:13]1[CH:14]=[CH:15][CH:16]=[N:17][C:12]=1[C:8]1([NH2:7])[CH2:11][O:10][CH2:9]1, predict the reactants needed to synthesize it. The reactants are: CC(S([NH:7][C:8]1([C:12]2[N:17]=[CH:16][CH:15]=[CH:14][N:13]=2)[CH2:11][O:10][CH2:9]1)=O)(C)C.[ClH:18].C(OCC)C. (5) Given the product [C:12]1([CH:15]2[CH2:16][C:17](=[C:21]([CH3:27])[C:22]([O:24][CH2:25][CH3:26])=[O:23])[CH2:20]2)[CH:11]=[CH:10][CH:9]=[CH:14][CH:13]=1, predict the reactants needed to synthesize it. The reactants are: C(O[C:9]1[CH:14]=[CH:13][C:12]([CH:15]2[CH2:20]CC[C:17](=[CH:21][C:22]([O:24][CH2:25][CH3:26])=[O:23])[CH2:16]2)=[CH:11][CH:10]=1)C1C=CC=CC=1.[C:27]1(C2CC(=O)C2)C=CC=CC=1. (6) Given the product [CH2:34]([O:36][C:37](=[O:47])[CH2:38][C:39]1[CH:44]=[CH:43][C:42]([CH2:45][O:31][C:28]2[CH:5]=[CH:6][CH:1]=[C:2]([C:8]3[C:7]([C:1]4[CH:2]=[CH:3][CH:4]=[CH:5][CH:6]=4)=[CH:16][C:15]4[C:10](=[C:11]([C:24]([F:27])([F:26])[F:25])[CH:12]=[CH:13][CH:14]=4)[N:9]=3)[CH:3]=2)=[CH:41][CH:40]=1)[CH3:35], predict the reactants needed to synthesize it. The reactants are: [C:1]1([C:7]2[CH:8]=[N:9][C:10]3[C:15]([C:16]=2C2C=C(O)C=CC=2)=[CH:14][CH:13]=[CH:12][C:11]=3[C:24]([F:27])([F:26])[F:25])[CH:6]=[CH:5][CH:4]=[CH:3][CH:2]=1.[C:28](=[O:31])([O-])[O-].[K+].[K+].[CH2:34]([O:36][C:37](=[O:47])[CH2:38][C:39]1[CH:44]=[CH:43][C:42]([CH2:45]Br)=[CH:41][CH:40]=1)[CH3:35].Cl.